Dataset: Full USPTO retrosynthesis dataset with 1.9M reactions from patents (1976-2016). Task: Predict the reactants needed to synthesize the given product. Given the product [CH3:2][O:3][C:4]1[C:18]([CH2:19][NH:33][C@H:32]2[CH2:31][CH2:30][CH2:29][NH:28][C@H:27]2[C:21]2[CH:26]=[CH:25][CH:24]=[CH:23][CH:22]=2)=[CH:17][C:7]2[N:8]=[C:9]([C:11]3[CH:16]=[CH:15][CH:14]=[CH:13][CH:12]=3)[S:10][C:6]=2[CH:5]=1, predict the reactants needed to synthesize it. The reactants are: O.[CH3:2][O:3][C:4]1[C:18]([CH:19]=O)=[CH:17][C:7]2[N:8]=[C:9]([C:11]3[CH:16]=[CH:15][CH:14]=[CH:13][CH:12]=3)[S:10][C:6]=2[CH:5]=1.[C:21]1([C@H:27]2[C@@H:32]([NH2:33])[CH2:31][CH2:30][CH2:29][NH:28]2)[CH:26]=[CH:25][CH:24]=[CH:23][CH:22]=1.C(O[BH-](OC(=O)C)OC(=O)C)(=O)C.[Na+].